This data is from Full USPTO retrosynthesis dataset with 1.9M reactions from patents (1976-2016). The task is: Predict the reactants needed to synthesize the given product. Given the product [C:1]([C:3]1[CH:4]=[C:5]([C:13]2[O:17][N:16]=[C:15]([C:18]3[C:28]4[O:27][CH2:26][CH2:25][N:24]([CH2:29][CH2:30][C:31]([OH:33])=[O:32])[CH2:23][C:22]=4[CH:21]=[CH:20][CH:19]=3)[N:14]=2)[CH:6]=[CH:7][C:8]=1[O:9][CH:10]([CH3:12])[CH3:11])#[N:2], predict the reactants needed to synthesize it. The reactants are: [C:1]([C:3]1[CH:4]=[C:5]([C:13]2[O:17][N:16]=[C:15]([C:18]3[C:28]4[O:27][CH2:26][CH2:25][N:24]([CH2:29][CH2:30][C:31]([O:33]CC)=[O:32])[CH2:23][C:22]=4[CH:21]=[CH:20][CH:19]=3)[N:14]=2)[CH:6]=[CH:7][C:8]=1[O:9][CH:10]([CH3:12])[CH3:11])#[N:2].[OH-].[Na+].